This data is from Forward reaction prediction with 1.9M reactions from USPTO patents (1976-2016). The task is: Predict the product of the given reaction. (1) The product is: [CH3:11][N:9]1[C:10]2[C:6](=[CH:5][CH:4]=[CH:3][C:2]=2[B:17]2[O:21][C:20]([CH3:23])([CH3:22])[C:19]([CH3:25])([CH3:24])[O:18]2)[C:7]([NH:12][S:13]([CH3:16])(=[O:15])=[O:14])=[N:8]1. Given the reactants Br[C:2]1[CH:3]=[CH:4][CH:5]=[C:6]2[C:10]=1[N:9]([CH3:11])[N:8]=[C:7]2[NH:12][S:13]([CH3:16])(=[O:15])=[O:14].[B:17]1([B:17]2[O:21][C:20]([CH3:23])([CH3:22])[C:19]([CH3:25])([CH3:24])[O:18]2)[O:21][C:20]([CH3:23])([CH3:22])[C:19]([CH3:25])([CH3:24])[O:18]1, predict the reaction product. (2) Given the reactants [C:1]([Si:5]([CH3:40])([CH3:39])[O:6][C@H:7]1[CH2:16][C:15]([CH3:18])([CH3:17])[CH2:14][C:13]2[N:12]=[C:11]([C:19]([CH3:21])=[CH2:20])[C:10]([C:22]3[C:23]([C:30]([F:33])([F:32])[F:31])=[CH:24][CH:25]=[C:26]([CH:28]=[O:29])[CH:27]=3)=[C:9]([CH:34]3[CH2:38][CH2:37][CH2:36][CH2:35]3)[C:8]1=2)([CH3:4])([CH3:3])[CH3:2].[H-].[NH4+].[Li].Cl, predict the reaction product. The product is: [C:1]([Si:5]([CH3:39])([CH3:40])[O:6][C@H:7]1[CH2:16][C:15]([CH3:18])([CH3:17])[CH2:14][C:13]2[N:12]=[C:11]([C:19]([CH3:21])=[CH2:20])[C:10]([C:22]3[C:23]([C:30]([F:31])([F:32])[F:33])=[CH:24][CH:25]=[C:26]([CH2:28][OH:29])[CH:27]=3)=[C:9]([CH:34]3[CH2:35][CH2:36][CH2:37][CH2:38]3)[C:8]1=2)([CH3:2])([CH3:3])[CH3:4]. (3) Given the reactants [CH3:1][O:2][CH2:3][CH2:4][OH:5].[H-].[Na+].C1COCC1.Br[C:14]1[CH:19]=[CH:18][C:17]([Br:20])=[CH:16][N:15]=1, predict the reaction product. The product is: [Br:20][C:17]1[CH:18]=[CH:19][C:14]([O:5][CH2:4][CH2:3][O:2][CH3:1])=[N:15][CH:16]=1. (4) Given the reactants FC(F)(F)S(O[C:7]1[CH:16]=[CH:15][C:14]2[C:9](=[CH:10][CH:11]=[CH:12][CH:13]=2)[C:8]=1[C:17]([O:19][CH3:20])=[O:18])(=O)=O.[CH:23]1([B-](F)(F)F)[CH2:25][CH2:24]1.[K+].C1(P(C2CCCCC2)C2C=CC=CC=2C2C(C(C)C)=CC(C(C)C)=CC=2C(C)C)CCCCC1.C([O-])([O-])=O.[K+].[K+], predict the reaction product. The product is: [CH:23]1([C:7]2[CH:16]=[CH:15][C:14]3[C:9](=[CH:10][CH:11]=[CH:12][CH:13]=3)[C:8]=2[C:17]([O:19][CH3:20])=[O:18])[CH2:25][CH2:24]1. (5) Given the reactants Br[C:2]1[CH:10]=[CH:9][CH:8]=[C:7]2[C:3]=1[CH:4]=[CH:5][NH:6]2.[F:11][C:12]([F:24])([F:23])[O:13][C:14]1[CH:19]=[CH:18][C:17](B(O)O)=[CH:16][CH:15]=1.[OH-].[Na+], predict the reaction product. The product is: [F:11][C:12]([F:23])([F:24])[O:13][C:14]1[CH:15]=[C:16]([C:2]2[CH:10]=[CH:9][CH:8]=[C:7]3[C:3]=2[CH:4]=[CH:5][NH:6]3)[CH:17]=[CH:18][CH:19]=1. (6) Given the reactants [NH2:1][C:2]1[N:6]([C@@H:7]2[CH2:12][CH2:11][CH2:10][N:9]([C:13](=[O:17])[C:14]([CH3:16])=C)[CH2:8]2)[N:5]=[C:4]([C:18]2[CH:23]=[CH:22][C:21]([O:24][C:25]3[CH:30]=[CH:29][C:28]([F:31])=[CH:27][C:26]=3[F:32])=[CH:20][CH:19]=2)[C:3]=1[C:33]([NH2:35])=[O:34].[CH3:36][N:37]([CH3:44])[CH2:38]/C=C/C(O)=O, predict the reaction product. The product is: [NH2:1][C:2]1[N:6]([C@@H:7]2[CH2:12][CH2:11][CH2:10][N:9]([C:13](=[O:17])/[CH:14]=[CH:16]/[CH2:36][N:37]([CH3:44])[CH3:38])[CH2:8]2)[N:5]=[C:4]([C:18]2[CH:19]=[CH:20][C:21]([O:24][C:25]3[CH:30]=[CH:29][C:28]([F:31])=[CH:27][C:26]=3[F:32])=[CH:22][CH:23]=2)[C:3]=1[C:33]([NH2:35])=[O:34].